From a dataset of Full USPTO retrosynthesis dataset with 1.9M reactions from patents (1976-2016). Predict the reactants needed to synthesize the given product. (1) Given the product [OH:1][C@@H:2]1[CH2:7][C@@H:6]([OH:8])[C@H:5]([CH3:9])[O:4][C@H:3]1[O:10][C@H:11]([CH3:34])[CH2:12][CH2:13][C:14]([O:16][C@H:17]([C:28]1[CH:29]=[CH:30][CH:31]=[CH:32][CH:33]=1)[CH2:18][NH:19][C:20](=[O:27])[CH2:21][CH2:22][C:23]([OH:25])=[O:24])=[O:15], predict the reactants needed to synthesize it. The reactants are: [OH:1][C@@H:2]1[CH2:7][C@@H:6]([OH:8])[C@H:5]([CH3:9])[O:4][C@H:3]1[O:10][C@H:11]([CH3:34])[CH2:12][CH2:13][C:14]([O:16][C@H:17]([C:28]1[CH:33]=[CH:32][CH:31]=[CH:30][CH:29]=1)[CH2:18][NH:19][C:20](=[O:27])[CH2:21][CH2:22][C:23]([O:25]C)=[O:24])=[O:15].[Li+].[OH-].O.C(O)(=O)C. (2) Given the product [O:1]=[C:2]1[NH:6][C:5](=[O:7])[CH:4]([CH2:8][C:9]2[CH:10]=[CH:11][C:12]([S:15]([NH:18][C:19]3[CH:24]=[CH:23][C:22]([N:25]4[CH2:30][CH2:29][CH:28]([NH:47][CH2:46][C@H:33]([OH:32])[CH2:34][O:35][C:36]5[C:44]6[NH:43][C:42](=[O:45])[NH:41][C:40]=6[CH:39]=[CH:38][CH:37]=5)[CH2:27][CH2:26]4)=[CH:21][CH:20]=3)(=[O:16])=[O:17])=[CH:13][CH:14]=2)[S:3]1, predict the reactants needed to synthesize it. The reactants are: [O:1]=[C:2]1[NH:6][C:5](=[O:7])[CH:4]([CH2:8][C:9]2[CH:14]=[CH:13][C:12]([S:15]([NH:18][C:19]3[CH:24]=[CH:23][C:22]([N:25]4[CH2:30][CH2:29][C:28](=O)[CH2:27][CH2:26]4)=[CH:21][CH:20]=3)(=[O:17])=[O:16])=[CH:11][CH:10]=2)[S:3]1.[OH:32][C@@H:33]([CH2:46][NH2:47])[CH2:34][O:35][C:36]1[C:44]2[NH:43][C:42](=[O:45])[NH:41][C:40]=2[CH:39]=[CH:38][CH:37]=1. (3) Given the product [C:12]([O:11][C:9](=[O:10])[N:24]([CH2:23][C:19]1[CH:20]=[N:21][CH:22]=[C:17]([Br:16])[C:18]=1[CH3:27])[CH2:25][CH3:26])([CH3:13])([CH3:14])[CH3:15], predict the reactants needed to synthesize it. The reactants are: [C:9](O[C:9]([O:11][C:12]([CH3:15])([CH3:14])[CH3:13])=[O:10])([O:11][C:12]([CH3:15])([CH3:14])[CH3:13])=[O:10].[Br:16][C:17]1[C:18]([CH3:27])=[C:19]([CH2:23][NH:24][CH2:25][CH3:26])[CH:20]=[N:21][CH:22]=1.[OH-].[Na+]. (4) Given the product [C:26]([O:29][C:30]1[CH:37]=[CH:36][C:33]([CH:34]=[CH:16][C:15]2[CH:14]=[C:13]([O:12][CH2:11][O:10][CH3:9])[CH:21]=[C:20]([O:22][CH2:23][O:24][CH3:25])[CH:19]=2)=[CH:32][CH:31]=1)(=[O:28])[CH3:27], predict the reactants needed to synthesize it. The reactants are: CC1C=CC(C)=CC=1.[CH3:9][O:10][CH2:11][O:12][C:13]1[CH:14]=[C:15]([CH:19]=[C:20]([O:22][CH2:23][O:24][CH3:25])[CH:21]=1)[C:16](Cl)=O.[C:26]([O:29][C:30]1[CH:37]=[CH:36][C:33]([CH:34]=C)=[CH:32][CH:31]=1)(=[O:28])[CH3:27]. (5) Given the product [CH3:23][N:24]([CH3:26])[CH:25]=[C:9]([C:10]1[CH:11]=[CH:12][C:13](=[O:19])[N:14]([CH:16]([CH3:18])[CH3:17])[N:15]=1)[C:8](=[O:20])[C:5]1[CH:6]=[CH:7][C:2]([F:1])=[CH:3][CH:4]=1, predict the reactants needed to synthesize it. The reactants are: [F:1][C:2]1[CH:7]=[CH:6][C:5]([C:8](=[O:20])[CH2:9][C:10]2[CH:11]=[CH:12][C:13](=[O:19])[N:14]([CH:16]([CH3:18])[CH3:17])[N:15]=2)=[CH:4][CH:3]=1.CO[CH:23](OC)[N:24]([CH3:26])[CH3:25]. (6) The reactants are: I[C:2]1[CH:3]=[C:4]2[C:8](=[CH:9][CH:10]=1)[NH:7][CH:6]=[CH:5]2.ClC1C=CC=C(C=O)C=1[S:20][C:21]1[CH:26]=[CH:25][C:24](/[CH:27]=[CH:28]/[C:29]([N:31]2[CH2:36][CH2:35][N:34]([C:37](=[O:39])[CH3:38])[CH2:33][CH2:32]2)=[O:30])=[CH:23][C:22]=1[Cl:40].C([O-])([O-])=O.[K+].[K+].O. Given the product [NH:7]1[C:8]2[C:4](=[CH:3][C:2]([S:20][C:21]3[CH:26]=[CH:25][C:24](/[CH:27]=[CH:28]/[C:29]([N:31]4[CH2:32][CH2:33][N:34]([C:37](=[O:39])[CH3:38])[CH2:35][CH2:36]4)=[O:30])=[CH:23][C:22]=3[Cl:40])=[CH:10][CH:9]=2)[CH:5]=[CH:6]1, predict the reactants needed to synthesize it.